Dataset: Full USPTO retrosynthesis dataset with 1.9M reactions from patents (1976-2016). Task: Predict the reactants needed to synthesize the given product. (1) Given the product [Br:1][C:2]1[CH:7]=[C:6]([O:14][CH3:13])[C:5]([N+:9]([O-:11])=[O:10])=[CH:4][C:3]=1[F:12], predict the reactants needed to synthesize it. The reactants are: [Br:1][C:2]1[CH:7]=[C:6](F)[C:5]([N+:9]([O-:11])=[O:10])=[CH:4][C:3]=1[F:12].[CH3:13][O-:14].[Na+]. (2) Given the product [CH2:1]([O:8][CH2:9][C:10]([CH:13]1[N:22]2[C:17](=[CH:18][C:19](=[O:28])[C:20]([C:23]([OH:25])=[O:24])=[CH:21]2)[C:16]2[CH:29]=[C:30]([O:39][CH3:40])[C:31]([O:33][CH2:34][CH2:35][CH2:36][O:37][CH3:38])=[CH:32][C:15]=2[CH2:14]1)([CH3:12])[CH3:11])[C:2]1[CH:7]=[CH:6][CH:5]=[CH:4][CH:3]=1, predict the reactants needed to synthesize it. The reactants are: [CH2:1]([O:8][CH2:9][C:10]([CH:13]1[N:22]2[C:17](=[CH:18][C:19](=[O:28])[C:20]([C:23]([O:25]CC)=[O:24])=[CH:21]2)[C:16]2[CH:29]=[C:30]([O:39][CH3:40])[C:31]([O:33][CH2:34][CH2:35][CH2:36][O:37][CH3:38])=[CH:32][C:15]=2[CH2:14]1)([CH3:12])[CH3:11])[C:2]1[CH:7]=[CH:6][CH:5]=[CH:4][CH:3]=1.[Li+].[OH-].Cl. (3) The reactants are: [CH3:1][S:2]([C:5]1[CH:11]=[CH:10][C:8]([NH2:9])=[CH:7][CH:6]=1)(=[O:4])=[O:3].C[Al](C)C.[F:16][C:17]([F:27])([F:26])[C:18]1[CH:25]=[CH:24][C:21]([C:22]#[N:23])=[CH:20][CH:19]=1. Given the product [F:16][C:17]([F:26])([F:27])[C:18]1[CH:19]=[CH:20][C:21]([C:22](=[NH:23])[NH:9][C:8]2[CH:10]=[CH:11][C:5]([S:2]([CH3:1])(=[O:3])=[O:4])=[CH:6][CH:7]=2)=[CH:24][CH:25]=1, predict the reactants needed to synthesize it. (4) Given the product [O:1]=[C:2]1[NH:6][CH2:5][CH2:4][N:3]1[C:7]([O:10][NH:11][C:12]([O:13][C:14]([CH3:17])([CH3:16])[CH3:15])=[O:18])=[O:8], predict the reactants needed to synthesize it. The reactants are: [O:1]=[C:2]1[NH:6][CH2:5][CH2:4][N:3]1[C:7](Cl)=[O:8].[OH:10][NH:11][C:12](=[O:18])[O:13][C:14]([CH3:17])([CH3:16])[CH3:15]. (5) Given the product [CH:40]1([CH2:39][C:35]2[CH:36]=[C:37]([CH3:38])[C:32]([NH:31][C:29]([NH:28][C:15]3[CH:16]=[C:17]([C:20]4[CH:25]=[CH:24][C:23]([F:26])=[C:22]([F:27])[CH:21]=4)[CH:18]=[CH:19][C:14]=3[C:12]([NH:11][C@H:10]([C:43]([O:45][CH3:46])=[O:44])[C@@H:9]([CH3:47])[O:8][C:5]([CH3:4])([CH3:6])[CH3:7])=[O:13])=[O:30])=[C:33]([CH3:42])[CH:34]=2)[CH2:3][CH2:41]1, predict the reactants needed to synthesize it. The reactants are: [N+](=[CH2:3])=[N-].[CH3:4][C:5]([O:8][C@H:9]([CH3:47])[C@@H:10]([C:43]([O:45][CH3:46])=[O:44])[NH:11][C:12]([C:14]1[CH:19]=[CH:18][C:17]([C:20]2[CH:25]=[CH:24][C:23]([F:26])=[C:22]([F:27])[CH:21]=2)=[CH:16][C:15]=1[NH:28][C:29]([NH:31][C:32]1[C:37]([CH3:38])=[CH:36][C:35]([CH2:39][CH:40]=[CH2:41])=[CH:34][C:33]=1[CH3:42])=[O:30])=[O:13])([CH3:7])[CH3:6].CCCCCC.C(OCC)(=O)C. (6) The reactants are: [BH4-].[Na+].[CH3:3][O:4][C:5]1[CH:6]=[C:7]([CH:11]=[CH:12][C:13]=1[N+:14]([O-:16])=[O:15])[C:8](O)=[O:9]. Given the product [CH3:3][O:4][C:5]1[CH:6]=[C:7]([CH2:8][OH:9])[CH:11]=[CH:12][C:13]=1[N+:14]([O-:16])=[O:15], predict the reactants needed to synthesize it.